From a dataset of Reaction yield outcomes from USPTO patents with 853,638 reactions. Predict the reaction yield, written as a fraction of the theoretical maximum amount of product (1.0 means a 100% yield; for example, 0.34 means a 34% yield). (1) The reactants are [H-].[Na+].[OH:3][C:4]1[CH:5]=[C:6]2[C:10](=[CH:11][CH:12]=1)[C:9](=[O:13])[NH:8][CH2:7]2.F[C:15]1[CH:20]=[CH:19][C:18]([N+:21]([O-:23])=[O:22])=[CH:17][CH:16]=1.O. The catalyst is CN(C=O)C. The product is [C:9]1(=[O:13])[C:10]2[C:6](=[CH:5][C:4]([O:3][C:15]3[CH:20]=[CH:19][C:18]([N+:21]([O-:23])=[O:22])=[CH:17][CH:16]=3)=[CH:12][CH:11]=2)[CH2:7][NH:8]1. The yield is 0.890. (2) The reactants are [OH:1][N:2]=[C:3]([C:15]1[N:19]([CH3:20])[N:18]=[N:17][N:16]=1)[C:4]1[CH:9]=[CH:8][C:7]([CH3:10])=[C:6]([C:11]([F:14])([F:13])[F:12])[CH:5]=1.Cl.Cl[CH2:23][C:24]1[N:25]=[C:26]([NH2:29])[S:27][CH:28]=1. The catalyst is O1CCCC1. The product is [CH3:20][N:19]1[C:15]([C:3](=[N:2][O:1][CH2:23][C:24]2[N:25]=[C:26]([NH2:29])[S:27][CH:28]=2)[C:4]2[CH:9]=[CH:8][C:7]([CH3:10])=[C:6]([C:11]([F:13])([F:14])[F:12])[CH:5]=2)=[N:16][N:17]=[N:18]1. The yield is 0.540. (3) The reactants are [Cl:1][C:2]1[N:3]=[C:4]([C:9]([NH:11][C@H:12]2[CH2:17][CH2:16][N:15]([C:18]3[S:19][C:20]([C:26]([O:28][CH2:29][CH3:30])=[O:27])=[C:21]([C:23](O)=[O:24])[N:22]=3)[CH2:14][C@H:13]2[O:31][CH2:32][CH3:33])=[O:10])[NH:5][C:6]=1[CH2:7][CH3:8].[NH2:34][CH:35]([CH3:38])[CH2:36][OH:37].CCN=C=NCCCN(C)C.Cl.ON1C2C=CC=CC=2N=N1. No catalyst specified. The product is [Cl:1][C:2]1[N:3]=[C:4]([C:9]([NH:11][C@H:12]2[CH2:17][CH2:16][N:15]([C:18]3[S:19][C:20]([C:26]([O:28][CH2:29][CH3:30])=[O:27])=[C:21]([C:23](=[O:24])[NH:34][CH:35]([CH3:38])[CH2:36][OH:37])[N:22]=3)[CH2:14][C@H:13]2[O:31][CH2:32][CH3:33])=[O:10])[NH:5][C:6]=1[CH2:7][CH3:8]. The yield is 0.650. (4) The reactants are [CH2:1]([O:3][C:4]([C:6]1[C:7](=[O:26])[N:8]([CH2:17][C:18]2[CH:23]=[CH:22][C:21]([O:24][CH3:25])=[CH:20][CH:19]=2)[C:9]2[C:14]([C:15]=1O)=[CH:13][CH:12]=[CH:11][N:10]=2)=[O:5])[CH3:2].C(N(CC)CC)C.O=P(Cl)(Cl)[Cl:36]. No catalyst specified. The product is [CH2:1]([O:3][C:4]([C:6]1[C:7](=[O:26])[N:8]([CH2:17][C:18]2[CH:23]=[CH:22][C:21]([O:24][CH3:25])=[CH:20][CH:19]=2)[C:9]2[C:14]([C:15]=1[Cl:36])=[CH:13][CH:12]=[CH:11][N:10]=2)=[O:5])[CH3:2]. The yield is 0.950. (5) The reactants are [CH3:1][N:2]1[C:7](=[O:8])[CH:6]=[CH:5][C:4]([C:9]#[N:10])=[CH:3]1.[C:11]([O:15][C:16](O[C:16]([O:15][C:11]([CH3:14])([CH3:13])[CH3:12])=[O:17])=[O:17])([CH3:14])([CH3:13])[CH3:12].[BH4-].[Na+]. The catalyst is CO.[Ni](Cl)Cl. The product is [CH3:1][N:2]1[C:7](=[O:8])[CH:6]=[CH:5][C:4]([CH2:9][NH:10][C:16](=[O:17])[O:15][C:11]([CH3:14])([CH3:13])[CH3:12])=[CH:3]1. The yield is 0.281. (6) The reactants are [CH2:1]([O:3][C:4]([C:6]1[C:10]([Br:11])=[CH:9][S:8][CH:7]=1)=[O:5])[CH3:2].[N+:12]([O-])([OH:14])=[O:13]. The catalyst is S(=O)(=O)(O)O. The product is [CH2:1]([O:3][C:4]([C:6]1[C:10]([Br:11])=[C:9]([N+:12]([O-:14])=[O:13])[S:8][CH:7]=1)=[O:5])[CH3:2]. The yield is 0.840.